From a dataset of Reaction yield outcomes from USPTO patents with 853,638 reactions. Predict the reaction yield, written as a fraction of the theoretical maximum amount of product (1.0 means a 100% yield; for example, 0.34 means a 34% yield). (1) The product is [C:30]([O:33][C@@H:34]1[CH2:35][C@@H:34]2[O:33][C:30](=[O:32])[CH2:31][C@@H:35]2[C@H:26]1/[CH:27]=[CH:8]/[C:7](=[O:15])[CH2:6][O:5][C:4]1[CH:16]=[CH:17][CH:18]=[C:2]([Cl:1])[CH:3]=1)(=[O:32])[C:31]1[CH:4]=[CH:3][CH:2]=[CH:18][CH:17]=1. The yield is 0.720. The reactants are [Cl:1][C:2]1[CH:3]=[C:4]([CH:16]=[CH:17][CH:18]=1)[O:5][CH2:6][C:7](=[O:15])[CH2:8]P(=O)(OC)OC.[Li+].[Cl-].CCN([CH2:26][CH3:27])CC.[NH4+].[Cl-].[C:30]([O:33][CH2:34][CH3:35])(=[O:32])[CH3:31]. The catalyst is C(Cl)Cl.C1COCC1. (2) The reactants are [OH:1][CH2:2][CH2:3][N:4]([CH2:12][CH2:13][N:14]1[CH2:19][CH2:18][S:17][C:16]2[CH:20]=[CH:21][C:22]([NH:24][C:25]([C:27]3[S:28][CH:29]=[CH:30][CH:31]=3)=[NH:26])=[CH:23][C:15]1=2)C(=O)OC(C)(C)C.Cl.O. The catalyst is CO.C(=O)([O-])[O-].[Na+].[Na+]. The product is [OH:1][CH2:2][CH2:3][NH:4][CH2:12][CH2:13][N:14]1[CH2:19][CH2:18][S:17][C:16]2[CH:20]=[CH:21][C:22]([NH:24][C:25]([C:27]3[S:28][CH:29]=[CH:30][CH:31]=3)=[NH:26])=[CH:23][C:15]1=2. The yield is 0.669. (3) The reactants are C(OC([N:8]1[CH2:13][CH2:12][CH2:11][CH2:10][CH:9]1[C:14](=[O:38])[NH:15][C:16]1[CH:21]=[CH:20][C:19]([C:22]#[C:23][C:24]2[C:25]([C:30]3[CH:35]=[C:34]([CH3:36])[CH:33]=[CH:32][C:31]=3[OH:37])=[N:26][N:27]([CH3:29])[CH:28]=2)=[CH:18][CH:17]=1)=O)(C)(C)C.Cl.[S:40]1[CH:44]=[CH:43][CH:42]=[C:41]1[S:45](Cl)(=[O:47])=[O:46].C(N(CC)CC)C. The catalyst is C1COCC1.O1CCOCC1.ClCCl. The product is [OH:37][C:31]1[CH:32]=[CH:33][C:34]([CH3:36])=[CH:35][C:30]=1[C:25]1[C:24]([C:23]#[C:22][C:19]2[CH:18]=[CH:17][C:16]([NH:15][C:14]([CH:9]3[CH2:10][CH2:11][CH2:12][CH2:13][N:8]3[S:45]([C:41]3[S:40][CH:44]=[CH:43][CH:42]=3)(=[O:47])=[O:46])=[O:38])=[CH:21][CH:20]=2)=[CH:28][N:27]([CH3:29])[N:26]=1. The yield is 0.624. (4) The reactants are Cl[C:2]1[C:6]2[CH:7]=[CH:8][CH:9]=[CH:10][C:5]=2[O:4][N:3]=1.[C:11]([O:15][C:16]([N:18]1[CH2:23][CH2:22][NH:21][CH2:20][CH2:19]1)=[O:17])([CH3:14])([CH3:13])[CH3:12].C1CCN2C(=NCCC2)CC1. The catalyst is N1C=CC=CC=1. The product is [C:11]([O:15][C:16]([N:18]1[CH2:23][CH2:22][N:21]([C:2]2[C:6]3[CH:7]=[CH:8][CH:9]=[CH:10][C:5]=3[O:4][N:3]=2)[CH2:20][CH2:19]1)=[O:17])([CH3:14])([CH3:12])[CH3:13]. The yield is 0.420. (5) The reactants are O=[C:2]1[CH2:5][CH:4]([NH:6][C:7](=[O:13])[O:8][C:9]([CH3:12])([CH3:11])[CH3:10])[CH2:3]1.C1(P(C2C=CC=CC=2)(C2C=CC=CC=2)=[CH:21][C:22]([O:24][CH2:25][CH3:26])=[O:23])C=CC=CC=1. The catalyst is C1(C)C=CC=CC=1. The product is [C:9]([O:8][C:7]([NH:6][CH:4]1[CH2:5][C:2](=[CH:21][C:22]([O:24][CH2:25][CH3:26])=[O:23])[CH2:3]1)=[O:13])([CH3:12])([CH3:11])[CH3:10]. The yield is 0.890. (6) The reactants are Cl[C:2]1[C:12]([N+:13]([O-:15])=[O:14])=[CH:11][C:5]([C:6]([O:8][CH2:9][CH3:10])=[O:7])=[CH:4][N:3]=1.[CH3:16][O:17][CH2:18][CH2:19][CH2:20][NH2:21]. The catalyst is C1COCC1. The product is [CH3:16][O:17][CH2:18][CH2:19][CH2:20][NH:21][C:2]1[C:12]([N+:13]([O-:15])=[O:14])=[CH:11][C:5]([C:6]([O:8][CH2:9][CH3:10])=[O:7])=[CH:4][N:3]=1. The yield is 0.710. (7) The reactants are [C:1]([Si:5]([C:46]([CH3:49])([CH3:48])[CH3:47])([C:40]1[CH:45]=[CH:44][CH:43]=[CH:42][CH:41]=1)[O:6][CH2:7][CH:8]([CH3:39])[O:9][C:10]1[CH:11]=[C:12]([O:28][C:29]2[CH:34]=[CH:33][C:32]([S:35]([CH3:38])(=[O:37])=[O:36])=[CH:31][CH:30]=2)[CH:13]=[C:14]2[C:18]=1[NH:17][C:16]([C:19]1[S:20][CH:21]([CH2:24][C:25](O)=[O:26])[CH2:22][N:23]=1)=[CH:15]2)([CH3:4])([CH3:3])[CH3:2].Cl.C[N:52](C)CCCN=C=NCC.[NH4+].ON1C2C=CC=CC=2N=N1.CN(C)C=O. The catalyst is CCCCCC.C(OCC)(=O)C.O. The product is [C:1]([Si:5]([C:46]([CH3:48])([CH3:47])[CH3:49])([C:40]1[CH:41]=[CH:42][CH:43]=[CH:44][CH:45]=1)[O:6][CH2:7][CH:8]([CH3:39])[O:9][C:10]1[CH:11]=[C:12]([O:28][C:29]2[CH:30]=[CH:31][C:32]([S:35]([CH3:38])(=[O:37])=[O:36])=[CH:33][CH:34]=2)[CH:13]=[C:14]2[C:18]=1[NH:17][C:16]([C:19]1[S:20][CH:21]([CH2:24][C:25]([NH2:52])=[O:26])[CH2:22][N:23]=1)=[CH:15]2)([CH3:3])([CH3:4])[CH3:2]. The yield is 0.550. (8) The reactants are Cl.[CH3:2][O:3][CH2:4][CH2:5][O:6][C:7]1[CH:12]=[CH:11][C:10](/[CH:13]=[CH:14]/[C:15]([NH:17][S:18]([CH2:21][CH2:22][CH2:23][CH2:24][CH3:25])(=[O:20])=[O:19])=[O:16])=[C:9]([O:26][CH:27]2[CH2:32][CH2:31][NH:30][CH2:29][CH2:28]2)[CH:8]=1.[C:33](Cl)(=[O:40])[C:34]1[CH:39]=[CH:38][CH:37]=[CH:36][CH:35]=1.C(N(CC)CC)C. The catalyst is N1C=CC=CC=1. The product is [C:33]([N:30]1[CH2:29][CH2:28][CH:27]([O:26][C:9]2[CH:8]=[C:7]([O:6][CH2:5][CH2:4][O:3][CH3:2])[CH:12]=[CH:11][C:10]=2/[CH:13]=[CH:14]/[C:15]([NH:17][S:18]([CH2:21][CH2:22][CH2:23][CH2:24][CH3:25])(=[O:19])=[O:20])=[O:16])[CH2:32][CH2:31]1)(=[O:40])[C:34]1[CH:39]=[CH:38][CH:37]=[CH:36][CH:35]=1. The yield is 0.750.